Regression. Given two drug SMILES strings and cell line genomic features, predict the synergy score measuring deviation from expected non-interaction effect. From a dataset of NCI-60 drug combinations with 297,098 pairs across 59 cell lines. (1) Drug 1: C1=CC(=CC=C1C#N)C(C2=CC=C(C=C2)C#N)N3C=NC=N3. Drug 2: CCC1(C2=C(COC1=O)C(=O)N3CC4=CC5=C(C=CC(=C5CN(C)C)O)N=C4C3=C2)O.Cl. Cell line: M14. Synergy scores: CSS=33.1, Synergy_ZIP=0.744, Synergy_Bliss=0.696, Synergy_Loewe=-5.55, Synergy_HSA=0.529. (2) Drug 1: CN1C(=O)N2C=NC(=C2N=N1)C(=O)N. Drug 2: C1C(C(OC1N2C=NC3=C2NC=NCC3O)CO)O. Cell line: NCIH23. Synergy scores: CSS=3.93, Synergy_ZIP=2.50, Synergy_Bliss=4.39, Synergy_Loewe=2.08, Synergy_HSA=1.02. (3) Drug 1: C1CCN(CC1)CCOC2=CC=C(C=C2)C(=O)C3=C(SC4=C3C=CC(=C4)O)C5=CC=C(C=C5)O. Drug 2: CN(CCCl)CCCl.Cl. Cell line: NCI/ADR-RES. Synergy scores: CSS=0.630, Synergy_ZIP=-1.30, Synergy_Bliss=1.82, Synergy_Loewe=-4.07, Synergy_HSA=-1.31. (4) Drug 1: C1CC(C1)(C(=O)O)C(=O)O.[NH2-].[NH2-].[Pt+2]. Drug 2: C(CN)CNCCSP(=O)(O)O. Cell line: HCC-2998. Synergy scores: CSS=13.8, Synergy_ZIP=-3.43, Synergy_Bliss=-4.71, Synergy_Loewe=-12.6, Synergy_HSA=-3.55.